This data is from Peptide-MHC class II binding affinity with 134,281 pairs from IEDB. The task is: Regression. Given a peptide amino acid sequence and an MHC pseudo amino acid sequence, predict their binding affinity value. This is MHC class II binding data. The peptide sequence is KVTFLSQVHPSPLLT. The MHC is DRB1_0101 with pseudo-sequence DRB1_0101. The binding affinity (normalized) is 1.00.